From a dataset of Reaction yield outcomes from USPTO patents with 853,638 reactions. Predict the reaction yield, written as a fraction of the theoretical maximum amount of product (1.0 means a 100% yield; for example, 0.34 means a 34% yield). (1) The reactants are [CH2:1]([O:3][C:4]([C:6]1([NH2:15])[CH2:14][C:13]2[C:8](=[CH:9][CH:10]=[CH:11][CH:12]=2)[CH2:7]1)=[O:5])[CH3:2].[Cl:16][C:17]1[C:18]([OH:28])=[C:19]([S:24](Cl)(=[O:26])=[O:25])[CH:20]=[C:21]([Cl:23])[CH:22]=1.CCN(C(C)C)C(C)C. The catalyst is C(Cl)Cl. The product is [CH2:1]([O:3][C:4]([C:6]1([NH:15][S:24]([C:19]2[CH:20]=[C:21]([Cl:23])[CH:22]=[C:17]([Cl:16])[C:18]=2[OH:28])(=[O:25])=[O:26])[CH2:14][C:13]2[C:8](=[CH:9][CH:10]=[CH:11][CH:12]=2)[CH2:7]1)=[O:5])[CH3:2]. The yield is 0.270. (2) The reactants are Cl[CH2:2][CH2:3][CH2:4][C:5]([NH:7][C@@H:8]([C:10]1[N:11]([CH3:22])[CH:12]=[C:13]([C:15]2[CH:20]=[CH:19][C:18]([I:21])=[CH:17][CH:16]=2)[N:14]=1)[CH3:9])=[O:6].C1COCC1.CC(C)([O-])C.[K+].CCOC(C)=O. The catalyst is O. The product is [I:21][C:18]1[CH:19]=[CH:20][C:15]([C:13]2[N:14]=[C:10]([C@H:8]([N:7]3[CH2:2][CH2:3][CH2:4][C:5]3=[O:6])[CH3:9])[N:11]([CH3:22])[CH:12]=2)=[CH:16][CH:17]=1. The yield is 0.860. (3) The reactants are [Cl:1][C:2]1[CH:3]=[CH:4][C:5]([N+:11]([O-])=O)=[C:6]([CH:10]=1)[C:7]([OH:9])=[O:8]. The catalyst is C(O)C.[Ni]. The product is [NH2:11][C:5]1[CH:4]=[CH:3][C:2]([Cl:1])=[CH:10][C:6]=1[C:7]([OH:9])=[O:8]. The yield is 0.960. (4) The product is [CH3:6][O:7][C:8]1[C:9]([NH:22][C:23]2[N:28]=[C:27]([C:29]3[C:37]4[C:32](=[CH:33][CH:34]=[CH:35][CH:36]=4)[N:31]([CH3:38])[CH:30]=3)[CH:26]=[CH:25][N:24]=2)=[CH:10][C:11]([NH:21][C:1](=[O:4])[CH:2]=[CH2:3])=[C:12]([N:14]2[CH2:19][CH2:18][N:17]([CH3:20])[CH2:16][CH2:15]2)[CH:13]=1. The reactants are [C:1](Cl)(=[O:4])[CH:2]=[CH2:3].[CH3:6][O:7][C:8]1[CH:13]=[C:12]([N:14]2[CH2:19][CH2:18][N:17]([CH3:20])[CH2:16][CH2:15]2)[C:11]([NH2:21])=[CH:10][C:9]=1[NH:22][C:23]1[N:28]=[C:27]([C:29]2[C:37]3[C:32](=[CH:33][CH:34]=[CH:35][CH:36]=3)[N:31]([CH3:38])[CH:30]=2)[CH:26]=[CH:25][N:24]=1.CCN(C(C)C)C(C)C. The yield is 0.170. The catalyst is C(Cl)Cl. (5) The catalyst is O. The reactants are O1CCCC1.[CH3:6][C:7]1[CH:12]=[CH:11][N:10]=[C:9]([O:13][CH2:14][C:15]2[CH:20]=[CH:19][C:18]([CH2:21][C:22](Cl)=[N:23][OH:24])=[CH:17][CH:16]=2)[CH:8]=1.[C:26]([C:28]1[C:29]([NH2:35])=[N:30][C:31]([NH2:34])=[CH:32][CH:33]=1)#[CH:27].C(N(CC)CC)C. The yield is 0.427. The product is [CH3:6][C:7]1[CH:12]=[CH:11][N:10]=[C:9]([O:13][CH2:14][C:15]2[CH:20]=[CH:19][C:18]([CH2:21][C:22]3[CH:27]=[C:26]([C:28]4[C:29]([NH2:35])=[N:30][C:31]([NH2:34])=[CH:32][CH:33]=4)[O:24][N:23]=3)=[CH:17][CH:16]=2)[CH:8]=1. (6) The reactants are Cl[C:2]1[CH:7]=[CH:6][N:5]=[C:4]2[CH:8]=[C:9]([C:11]3[CH:16]=[CH:15][C:14]([O:17][CH3:18])=[CH:13][N:12]=3)[S:10][C:3]=12.[CH3:19][NH:20][C:21]([C:23]1[C:31]2[C:26](=[CH:27][C:28]([OH:32])=[CH:29][CH:30]=2)[N:25]([CH3:33])[C:24]=1[CH3:34])=[O:22].C([O-])([O-])=O.[Cs+].[Cs+]. No catalyst specified. The product is [CH3:19][NH:20][C:21]([C:23]1[C:31]2[C:26](=[CH:27][C:28]([O:32][C:2]3[CH:7]=[CH:6][N:5]=[C:4]4[CH:8]=[C:9]([C:11]5[CH:16]=[CH:15][C:14]([O:17][CH3:18])=[CH:13][N:12]=5)[S:10][C:3]=34)=[CH:29][CH:30]=2)[N:25]([CH3:33])[C:24]=1[CH3:34])=[O:22]. The yield is 0.150.